Task: Predict the reactants needed to synthesize the given product.. Dataset: Retrosynthesis with 50K atom-mapped reactions and 10 reaction types from USPTO (1) Given the product COc1cc2nccc(Oc3ccc(C)cc3C(=O)C3CCCC3)c2cc1OC, predict the reactants needed to synthesize it. The reactants are: COc1cc2nccc(Oc3ccc(C)cc3Br)c2cc1OC.O=C(Cl)C1CCCC1. (2) Given the product Nc1cc(C(F)(F)F)c2c(c1)[nH]c(=O)n2Cc1cccc(Cl)c1, predict the reactants needed to synthesize it. The reactants are: CCOC(=O)N(Cc1cccc(Cl)c1)c1c(N)cc(N)cc1C(F)(F)F.